This data is from Forward reaction prediction with 1.9M reactions from USPTO patents (1976-2016). The task is: Predict the product of the given reaction. (1) Given the reactants S(OS([O-])=O)([O-])=O.[Na+].[Na+].[CH2:10]([N:12]1[C:24]2[CH:23]=[CH:22][C:21]([CH:25]=O)=[CH:20][C:19]=2[C:18]2[C:13]1=[CH:14][CH:15]=[CH:16][CH:17]=2)[CH3:11].[Br:27][C:28]1[C:29]([Cl:40])=[C:30]([NH2:39])[C:31]([NH:34][CH2:35][CH:36]2[CH2:38][CH2:37]2)=[CH:32][CH:33]=1.C(=O)([O-])O.[Na+], predict the reaction product. The product is: [Br:27][C:28]1[CH:33]=[CH:32][C:31]2[N:34]([CH2:35][CH:36]3[CH2:38][CH2:37]3)[C:25]([C:21]3[CH:22]=[CH:23][C:24]4[N:12]([CH2:10][CH3:11])[C:13]5[C:18]([C:19]=4[CH:20]=3)=[CH:17][CH:16]=[CH:15][CH:14]=5)=[N:39][C:30]=2[C:29]=1[Cl:40]. (2) Given the reactants [NH:1]1[C:5]2=[N:6][CH:7]=[C:8]([NH:10][C:11]3[C:12]4[C:19]5[CH2:20][CH2:21][C@H:22]([C:24](O)=[O:25])[CH2:23][C:18]=5[S:17][C:13]=4[N:14]=[CH:15][N:16]=3)[CH:9]=[C:4]2[CH:3]=[N:2]1.[CH3:27][N:28]([CH3:33])[CH:29]1[CH2:32][NH:31][CH2:30]1, predict the reaction product. The product is: [CH3:27][N:28]([CH3:33])[CH:29]1[CH2:32][N:31]([C:24]([C@H:22]2[CH2:21][CH2:20][C:19]3[C:12]4[C:11]([NH:10][C:8]5[CH:9]=[C:4]6[CH:3]=[N:2][NH:1][C:5]6=[N:6][CH:7]=5)=[N:16][CH:15]=[N:14][C:13]=4[S:17][C:18]=3[CH2:23]2)=[O:25])[CH2:30]1. (3) Given the reactants COC([C:5]1([CH2:13][C:14]2[CH:19]=[CH:18][C:17]([Cl:20])=[CH:16][CH:15]=2)[CH2:9][CH2:8][C:7]([CH3:11])([CH3:10])[C:6]1=[O:12])=O.CN(C)C(=O)C.Cl.C(N(CC)CC)C.O.C(=O)(O)[O-].[Na+], predict the reaction product. The product is: [Cl:20][C:17]1[CH:16]=[CH:15][C:14]([CH2:13][CH:5]2[C:6](=[O:12])[C:7]([CH3:11])([CH3:10])[CH2:8][CH2:9]2)=[CH:19][CH:18]=1. (4) Given the reactants [N+:1]([C:4]1[CH:5]=[C:6]([C:12]2[O:13][C:14]3[CH:20]=[CH:19][C:18](Br)=[CH:17][C:15]=3[N:16]=2)[CH:7]=[CH:8][C:9]=1[O:10][CH3:11])([O-:3])=[O:2].[CH3:22][C:23]1[CH:24]=[C:25](B(O)O)[CH:26]=[CH:27][CH:28]=1, predict the reaction product. The product is: [N+:1]([C:4]1[CH:5]=[C:6]([C:12]2[O:13][C:14]3[CH:20]=[CH:19][C:18]([C:27]4[CH:26]=[CH:25][CH:24]=[C:23]([CH3:22])[CH:28]=4)=[CH:17][C:15]=3[N:16]=2)[CH:7]=[CH:8][C:9]=1[O:10][CH3:11])([O-:3])=[O:2]. (5) Given the reactants [C:1]([O:8][CH3:9])(=[O:7])/[CH:2]=[CH:3]/[C:4]([OH:6])=[O:5].Cl[CH2:11][C:12]([NH:14][CH2:15][CH2:16]C(Cl)C(N)=O)=[O:13], predict the reaction product. The product is: [C:4]([O:6][CH2:11][C:12](=[O:13])[NH:14][CH2:16][CH2:15][NH:14][C:12](=[O:13])[CH2:11][O:5][C:4](=[O:6])/[CH:3]=[CH:2]/[C:1]([O:8][CH3:9])=[O:7])(=[O:5])/[CH:3]=[CH:2]/[C:1]([O:8][CH3:9])=[O:7].